From a dataset of Reaction yield outcomes from USPTO patents with 853,638 reactions. Predict the reaction yield, written as a fraction of the theoretical maximum amount of product (1.0 means a 100% yield; for example, 0.34 means a 34% yield). (1) The reactants are [CH3:1][C:2]1[C:3]([N+:13]([O-:15])=[O:14])=[C:4]([NH:9][C:10](=[O:12])[CH3:11])[C:5]([CH3:8])=[CH:6][CH:7]=1.[H-].[Na+].I[CH2:19][CH2:20][CH3:21]. The catalyst is CN(C=O)C.CCOC(C)=O. The product is [CH3:1][C:2]1[C:3]([N+:13]([O-:15])=[O:14])=[C:4]([N:9]([CH2:19][CH2:20][CH3:21])[C:10](=[O:12])[CH3:11])[C:5]([CH3:8])=[CH:6][CH:7]=1. The yield is 0.700. (2) The reactants are Br[CH2:2][CH2:3][N:4]1[CH:12]=[C:11]2[C:6]([CH2:7][CH2:8][C:9]3[C:15]4[C:16]([O:20][CH2:21][CH2:22][C:23]5[CH:28]=[CH:27][C:26]([N+:29]([O-:31])=[O:30])=[CH:25][CH:24]=5)=[N:17][CH:18]=[N:19][C:14]=4[S:13][C:10]=32)=[N:5]1.C([O-])([O-])=O.[K+].[K+].[Na+].[I-].[CH3:40][N:41]1[CH2:46][CH2:45][NH:44][CH2:43][CH2:42]1. The catalyst is C(#N)C. The product is [CH3:40][N:41]1[CH2:46][CH2:45][N:44]([CH2:2][CH2:3][N:4]2[CH:12]=[C:11]3[C:6]([CH2:7][CH2:8][C:9]4[C:15]5[C:16]([O:20][CH2:21][CH2:22][C:23]6[CH:28]=[CH:27][C:26]([N+:29]([O-:31])=[O:30])=[CH:25][CH:24]=6)=[N:17][CH:18]=[N:19][C:14]=5[S:13][C:10]=43)=[N:5]2)[CH2:43][CH2:42]1. The yield is 0.950. (3) The reactants are [Br:1][C:2]1[CH:3]=[C:4]([CH:16]=[CH:17][C:18]=1[Cl:19])[C:5]([N:7]([C:9]1[CH:14]=[CH:13][CH:12]=[CH:11][C:10]=1[OH:15])[CH3:8])=[O:6].[CH3:20][O:21][C:22](=[O:25])[CH2:23]Br.C([O-])([O-])=O.[K+].[K+]. The catalyst is CN(C=O)C. The product is [CH3:20][O:21][C:22](=[O:25])[CH2:23][O:15][C:10]1[CH:11]=[CH:12][CH:13]=[CH:14][C:9]=1[N:7]([C:5](=[O:6])[C:4]1[CH:16]=[CH:17][C:18]([Cl:19])=[C:2]([Br:1])[CH:3]=1)[CH3:8]. The yield is 0.720. (4) The reactants are [OH:1][C@H:2]1[CH2:6][N:5]([C:7]([O:9][CH2:10][C:11]2[CH:16]=[CH:15][CH:14]=[CH:13][CH:12]=2)=[O:8])[C@@H:4]([C:17](OC)=[O:18])[CH2:3]1.[Li+].[Cl-].[BH4-].[Na+].Cl. The catalyst is C1COCC1.C(O)C. The product is [OH:1][C@H:2]1[CH2:6][N:5]([C:7]([O:9][CH2:10][C:11]2[CH:12]=[CH:13][CH:14]=[CH:15][CH:16]=2)=[O:8])[C@@H:4]([CH2:17][OH:18])[CH2:3]1. The yield is 0.950. (5) The reactants are [C:1]([N:8]([CH3:15])[C:9]([CH3:14])([C:11]([OH:13])=O)[CH3:10])([O:3]C(C)(C)C)=[O:2].ClC(N(C)C)=C(C)C.Cl.[NH2:25][CH2:26][C:27]1[CH:28]=[C:29]([CH2:33][N:34]2[C:42]3[C:37](=[C:38]([O:43][CH3:44])[CH:39]=[CH:40][CH:41]=3)[C:36]([NH:45][S:46]([C:49]3[S:50][C:51]([Cl:54])=[CH:52][CH:53]=3)(=[O:48])=[O:47])=[N:35]2)[CH:30]=[CH:31][CH:32]=1.C(N(CC)C(C)C)(C)C. The catalyst is C1COCC1.CO.CS(C)=O. The product is [CH:1]([OH:3])=[O:2].[Cl:54][C:51]1[S:50][C:49]([S:46]([NH:45][C:36]2[C:37]3[C:42](=[CH:41][CH:40]=[CH:39][C:38]=3[O:43][CH3:44])[N:34]([CH2:33][C:29]3[CH:28]=[C:27]([CH2:26][NH:25][C:11](=[O:13])[C:9]([CH3:10])([CH3:14])[NH:8][CH3:15])[CH:32]=[CH:31][CH:30]=3)[N:35]=2)(=[O:47])=[O:48])=[CH:53][CH:52]=1. The yield is 0.870. (6) The reactants are CC(OC(/N=N/C(OC(C)C)=O)=O)C.[CH:15]1([C:18]2[CH:23]=[C:22]([CH2:24]O)[CH:21]=[C:20]([C:26]3[CH:27]=[N:28][C:29]([C:32]([F:35])([F:34])[F:33])=[N:30][CH:31]=3)[N:19]=2)[CH2:17][CH2:16]1.[C:36]1(=[O:46])[C:44]2[C:39](=[CH:40][CH:41]=[CH:42][CH:43]=2)[C:38](=[O:45])[NH:37]1.C1C=CC(P(C2C=CC=CC=2)C2C=CC=CC=2)=CC=1. The catalyst is O1CCCC1. The product is [CH:15]1([C:18]2[CH:23]=[C:22]([CH2:24][N:37]3[C:38](=[O:45])[C:39]4[C:44](=[CH:43][CH:42]=[CH:41][CH:40]=4)[C:36]3=[O:46])[CH:21]=[C:20]([C:26]3[CH:27]=[N:28][C:29]([C:32]([F:33])([F:35])[F:34])=[N:30][CH:31]=3)[N:19]=2)[CH2:17][CH2:16]1. The yield is 0.720. (7) The catalyst is C(#N)C.O. The reactants are [Cl:1][C:2]1[C:7]([Cl:8])=[CH:6][CH:5]=[CH:4][C:3]=1[CH2:9][N:10]1[CH:14]=[C:13]([C:15]2[CH:20]=[C:19]([C:21]3[N:22]=[N:23][N:24]([CH2:27][C:28]4[CH:33]=[CH:32][C:31]([O:34][CH3:35])=[CH:30][CH:29]=4)[C:25]=3I)[CH:18]=[CH:17][N:16]=2)[N:12]=[CH:11]1.[F-:36].[K+].O. The product is [Cl:1][C:2]1[C:7]([Cl:8])=[CH:6][CH:5]=[CH:4][C:3]=1[CH2:9][N:10]1[CH:14]=[C:13]([C:15]2[CH:20]=[C:19]([C:21]3[N:22]=[N:23][N:24]([CH2:27][C:28]4[CH:33]=[CH:32][C:31]([O:34][CH3:35])=[CH:30][CH:29]=4)[C:25]=3[F:36])[CH:18]=[CH:17][N:16]=2)[N:12]=[CH:11]1. The yield is 0.800.